Task: Predict the reactants needed to synthesize the given product.. Dataset: Full USPTO retrosynthesis dataset with 1.9M reactions from patents (1976-2016) (1) Given the product [I:22][C:18]1[C:17]([OH:20])=[C:16]2[C:11]([CH:12]=[CH:13][CH:14]=[N:15]2)=[C:10]([S:7]([C:4]2[CH:3]=[CH:2][C:1]([CH3:21])=[CH:6][CH:5]=2)(=[O:9])=[O:8])[CH:19]=1, predict the reactants needed to synthesize it. The reactants are: [C:1]1([CH3:21])[CH:6]=[CH:5][C:4]([S:7]([C:10]2[CH:19]=[CH:18][C:17]([OH:20])=[C:16]3[C:11]=2[CH:12]=[CH:13][CH:14]=[N:15]3)(=[O:9])=[O:8])=[CH:3][CH:2]=1.[I:22]N1C(=O)CCC1=O. (2) The reactants are: [NH2:1][CH2:2][C@@H:3]1[C@H:8]([CH3:9])[CH2:7][CH2:6][CH2:5][N:4]1[C:10]([C:12]1[CH:17]=[C:16]([CH3:18])[CH:15]=[CH:14][C:13]=1[N:19]1[N:23]=[CH:22][CH:21]=[N:20]1)=[O:11].[Br:24][C:25]1[CH:26]=[C:27]2[C:32](=[CH:33][CH:34]=1)[N:31]=[C:30](Cl)[N:29]=[CH:28]2. Given the product [Br:24][C:25]1[CH:26]=[C:27]2[C:32](=[CH:33][CH:34]=1)[N:31]=[C:30]([NH:1][CH2:2][C@@H:3]1[C@H:8]([CH3:9])[CH2:7][CH2:6][CH2:5][N:4]1[C:10]([C:12]1[CH:17]=[C:16]([CH3:18])[CH:15]=[CH:14][C:13]=1[N:19]1[N:23]=[CH:22][CH:21]=[N:20]1)=[O:11])[N:29]=[CH:28]2, predict the reactants needed to synthesize it. (3) Given the product [NH2:20][CH:17]1[CH2:18][CH2:19][N:14]([CH2:13][CH2:12][N:9]2[C:10]3[C:5](=[CH:4][CH:3]=[C:2]([F:1])[CH:11]=3)[CH:6]=[CH:7][C:8]2=[O:28])[CH2:15][CH2:16]1, predict the reactants needed to synthesize it. The reactants are: [F:1][C:2]1[CH:11]=[C:10]2[C:5]([CH:6]=[CH:7][C:8](=[O:28])[N:9]2[CH2:12][CH2:13][N:14]2[CH2:19][CH2:18][CH:17]([NH:20]C(=O)OC(C)(C)C)[CH2:16][CH2:15]2)=[CH:4][CH:3]=1. (4) Given the product [CH3:33][Si:32]([CH3:35])([CH3:34])[CH2:31][CH2:30][O:29][CH2:28][N:25]1[C:21]2[N:22]=[CH:23][N:24]=[C:19]([C:2]([CH:3]3[CH2:8][CH2:7][CH2:6][N:5]([C:9]([O:11][CH2:12][C:13]4[CH:14]=[CH:15][CH:16]=[CH:17][CH:18]=4)=[O:10])[CH2:4]3)=[O:1])[C:20]=2[CH:27]=[CH:26]1, predict the reactants needed to synthesize it. The reactants are: [OH:1][CH:2]([C:19]1[C:20]2[CH:27]=[CH:26][N:25]([CH2:28][O:29][CH2:30][CH2:31][Si:32]([CH3:35])([CH3:34])[CH3:33])[C:21]=2[N:22]=[CH:23][N:24]=1)[CH:3]1[CH2:8][CH2:7][CH2:6][N:5]([C:9]([O:11][CH2:12][C:13]2[CH:18]=[CH:17][CH:16]=[CH:15][CH:14]=2)=[O:10])[CH2:4]1.CCOC(C)=O.CC(OI1(OC(C)=O)(OC(C)=O)OC(=O)C2C=CC=CC1=2)=O. (5) The reactants are: [CH:1]1[C:13]2[CH:12]([CH2:14][O:15][C:16]([N:18]3[CH2:23][C@H:22]([C:24](=[O:47])[N:25]([CH:44]4[CH2:46][CH2:45]4)[C:26]4[CH:27]=[CH:28][C:29]5[O:34][C:33]([CH3:36])([CH3:35])[C:32](=[O:37])[N:31]([CH2:38][CH2:39][CH2:40][O:41][CH3:42])[C:30]=5[CH:43]=4)[CH2:21][C@H:20]([NH:48]C(OC(C)(C)C)=O)[CH2:19]3)=[O:17])[C:11]3[C:6](=[CH:7][CH:8]=[CH:9][CH:10]=3)[C:5]=2[CH:4]=[CH:3][CH:2]=1.[ClH:56]. Given the product [ClH:56].[CH:10]1[C:11]2[CH:12]([CH2:14][O:15][C:16]([N:18]3[CH2:23][C@H:22]([C:24](=[O:47])[N:25]([CH:44]4[CH2:46][CH2:45]4)[C:26]4[CH:27]=[CH:28][C:29]5[O:34][C:33]([CH3:35])([CH3:36])[C:32](=[O:37])[N:31]([CH2:38][CH2:39][CH2:40][O:41][CH3:42])[C:30]=5[CH:43]=4)[CH2:21][C@H:20]([NH2:48])[CH2:19]3)=[O:17])[C:13]3[C:5](=[CH:4][CH:3]=[CH:2][CH:1]=3)[C:6]=2[CH:7]=[CH:8][CH:9]=1, predict the reactants needed to synthesize it. (6) Given the product [F:33][C:32]([F:34])([F:35])[O:31][C:26]1[CH:27]=[CH:28][CH:29]=[CH:30][C:25]=1[CH2:24][C:23]1[C:3]2[C:40](=[O:43])[N:5]([C:12]3[CH:17]=[CH:16][CH:15]=[C:14]([C:18]([F:20])([F:19])[F:21])[CH:13]=3)[C:6]3[N:7]=[CH:8][CH:9]=[CH:10][C:11]=3[C:2]=2[NH:39][N:38]=1, predict the reactants needed to synthesize it. The reactants are: O[C:2]1[C:11]2[C:6](=[N:7][CH:8]=[CH:9][CH:10]=2)[N:5]([C:12]2[CH:17]=[CH:16][CH:15]=[C:14]([C:18]([F:21])([F:20])[F:19])[CH:13]=2)C(=O)[C:3]=1[C:23](=O)[CH2:24][C:25]1[CH:30]=[CH:29][CH:28]=[CH:27][C:26]=1[O:31][C:32]([F:35])([F:34])[F:33].O.[NH2:38][NH2:39].[C:40](=[O:43])([O-])O.[Na+]. (7) Given the product [CH2:1]([O:8][C:9]1[CH:14]=[CH:13][C:12]([C:21]2[S:25][C:24]([N:26]3[CH2:29][C:28]4([CH2:34][CH2:33][N:32]([C:35]([O:37][C:38]([CH3:41])([CH3:40])[CH3:39])=[O:36])[CH2:31][CH2:30]4)[CH2:27]3)=[N:23][N:22]=2)=[C:11]([F:18])[C:10]=1[F:19])[C:2]1[CH:7]=[CH:6][CH:5]=[CH:4][CH:3]=1, predict the reactants needed to synthesize it. The reactants are: [CH2:1]([O:8][C:9]1[CH:14]=[CH:13][C:12](B(O)O)=[C:11]([F:18])[C:10]=1[F:19])[C:2]1[CH:7]=[CH:6][CH:5]=[CH:4][CH:3]=1.Br[C:21]1[S:25][C:24]([N:26]2[CH2:29][C:28]3([CH2:34][CH2:33][N:32]([C:35]([O:37][C:38]([CH3:41])([CH3:40])[CH3:39])=[O:36])[CH2:31][CH2:30]3)[CH2:27]2)=[N:23][N:22]=1.C([O-])([O-])=O.[Na+].[Na+].